This data is from Catalyst prediction with 721,799 reactions and 888 catalyst types from USPTO. The task is: Predict which catalyst facilitates the given reaction. (1) Reactant: Br[CH2:2][CH2:3][CH2:4][O:5][C:6]1[CH:11]=[CH:10][C:9]([C:12]2[C:16]3[CH:17]=[CH:18][C:19]([F:21])=[CH:20][C:15]=3[O:14][N:13]=2)=[CH:8][CH:7]=1.[NH:22]1[CH2:27][CH2:26][CH2:25][CH2:24][CH2:23]1.C(=O)([O-])[O-].[K+].[K+].Cl. Product: [F:21][C:19]1[CH:18]=[CH:17][C:16]2[C:12]([C:9]3[CH:10]=[CH:11][C:6]([O:5][CH2:4][CH2:3][CH2:2][N:22]4[CH2:27][CH2:26][CH2:25][CH2:24][CH2:23]4)=[CH:7][CH:8]=3)=[N:13][O:14][C:15]=2[CH:20]=1. The catalyst class is: 10. (2) The catalyst class is: 3. Product: [Br:12][C:8]1[S:9][CH:10]=[CH:11][C:7]=1[CH2:1][CH2:2][CH2:3][CH2:4][CH2:5][CH3:6]. Reactant: [CH2:1]([C:7]1[CH:11]=[CH:10][S:9][CH:8]=1)[CH2:2][CH2:3][CH2:4][CH2:5][CH3:6].[Br:12]N1C(=O)CCC1=O. (3) Reactant: C(OC([N:8](C(OC(C)(C)C)=O)[CH2:9][CH2:10][C:11]1[CH:15]=[CH:14][S:13][C:12]=1[C:16]1[S:20][C:19]([C:21]2[S:22][CH:23]=[CH:24][C:25]=2[CH2:26][CH2:27][N:28](C(OC(C)(C)C)=O)C(=O)OC(C)(C)C)=[CH:18][CH:17]=1)=O)(C)(C)C.C(O)(C(F)(F)F)=O. Product: [NH2:8][CH2:9][CH2:10][C:11]1[CH:15]=[CH:14][S:13][C:12]=1[C:16]1[S:20][C:19]([C:21]2[S:22][CH:23]=[CH:24][C:25]=2[CH2:26][CH2:27][NH2:28])=[CH:18][CH:17]=1. The catalyst class is: 2. (4) Reactant: [CH:1]([C:3]1[C:12](=[O:13])[C:11]2[C:6](=[CH:7][CH:8]=[CH:9][CH:10]=2)[O:5][CH:4]=1)=O.[C:14]([O:18][C:19]([C:21]#[C:22][C:23]([O:25][C:26]([CH3:29])([CH3:28])[CH3:27])=[O:24])=[O:20])([CH3:17])([CH3:16])[CH3:15].[NH2:30][CH2:31][CH2:32][C:33]1[C:41]2[C:36](=[CH:37][CH:38]=[CH:39][CH:40]=2)[NH:35][CH:34]=1. Product: [OH:5][C:6]1[CH:7]=[CH:8][CH:9]=[CH:10][C:11]=1[C:12]([C:3]1[CH:1]=[C:22]([C:23]([O:25][C:26]([CH3:29])([CH3:28])[CH3:27])=[O:24])[C:21]2([C:19]([O:18][C:14]([CH3:17])([CH3:16])[CH3:15])=[O:20])[N:30]([CH2:31][CH2:32][C:33]3[C:41]4[C:36](=[CH:37][CH:38]=[CH:39][CH:40]=4)[NH:35][C:34]=32)[CH:4]=1)=[O:13]. The catalyst class is: 11. (5) Reactant: Cl.[NH2:2][OH:3].C([O-])(=O)C.[Na+].[Br:9][C:10]1[CH:22]=[C:21]2[C:13]([C:14]3[CH2:15][CH2:16][CH2:17][C:18](=O)[C:19]=3[N:20]2[CH3:23])=[CH:12][CH:11]=1. Product: [Br:9][C:10]1[CH:22]=[C:21]2[C:13]([C:14]3[CH2:15][CH2:16][CH2:17][C:18](=[N:2][OH:3])[C:19]=3[N:20]2[CH3:23])=[CH:12][CH:11]=1. The catalyst class is: 88. (6) Product: [C:45]([O:49][C:50]([N:52]1[CH2:57][CH2:56][C@@H:55]([NH:58][C:9]([C:3]2[NH:4][C:5]([CH3:8])=[C:6]([Cl:7])[C:2]=2[Cl:1])=[O:11])[C@@H:54]([N:59]=[N+:60]=[N-:61])[CH2:53]1)=[O:51])([CH3:48])([CH3:46])[CH3:47]. Reactant: [Cl:1][C:2]1[C:6]([Cl:7])=[C:5]([CH3:8])[NH:4][C:3]=1[C:9]([OH:11])=O.CN(C(ON1N=NC2C=CC=NC1=2)=[N+](C)C)C.F[P-](F)(F)(F)(F)F.CCN(C(C)C)C(C)C.[C:45]([O:49][C:50]([N:52]1[CH2:57][CH2:56][C@@H:55]([NH2:58])[C@@H:54]([N:59]=[N+:60]=[N-:61])[CH2:53]1)=[O:51])([CH3:48])([CH3:47])[CH3:46].C1C=C2C(C(O)(O)C(=O)C2=CC=1)=O. The catalyst class is: 296. (7) Reactant: C(N(CC)CC)C.[F:8][C:9]1[CH:17]=[C:16]2[C:12]([C:13]([CH:25]=[O:26])=[CH:14][N:15]2C(OC(C)(C)C)=O)=[CH:11][CH:10]=1.[CH3:27][O:28][C:29]1[CH:30]=[C:31]([CH:42]=[CH:43][CH:44]=1)[N:32]=[CH:33][C:34]1[CH:39]=[N:38][C:37]([O:40][CH3:41])=[CH:36][N:35]=1. Product: [F:8][C:9]1[CH:17]=[C:16]2[C:12]([C:13]([C:25](=[O:26])[CH:33]([NH:32][C:31]3[CH:42]=[CH:43][CH:44]=[C:29]([O:28][CH3:27])[CH:30]=3)[C:34]3[CH:39]=[N:38][C:37]([O:40][CH3:41])=[CH:36][N:35]=3)=[CH:14][NH:15]2)=[CH:11][CH:10]=1. The catalyst class is: 433.